Dataset: Full USPTO retrosynthesis dataset with 1.9M reactions from patents (1976-2016). Task: Predict the reactants needed to synthesize the given product. (1) Given the product [Br:1][C:2]1[S:6][C:5]([C:7](=[O:11])[CH:8]([CH2:9][CH3:10])[C:24](=[O:30])[CH:25]([O:26][CH3:27])[O:28][CH3:29])=[CH:4][CH:3]=1, predict the reactants needed to synthesize it. The reactants are: [Br:1][C:2]1[S:6][C:5]([C:7](=[O:11])[CH2:8][CH2:9][CH3:10])=[CH:4][CH:3]=1.[Li+].C[Si]([N-][Si](C)(C)C)(C)C.CO[C:24](=[O:30])[CH:25]([O:28][CH3:29])[O:26][CH3:27]. (2) Given the product [Cl:1][C:2]1[CH:7]=[CH:6][C:5]([OH:8])=[CH:4][C:3]=1[CH:10]([CH3:24])[C:11]([C:17]1[CH:22]=[CH:21][N:20]=[C:19]([Cl:23])[CH:18]=1)([OH:16])[C:12]([F:15])([F:14])[F:13], predict the reactants needed to synthesize it. The reactants are: [Cl:1][C:2]1[CH:7]=[CH:6][C:5]([O:8]C)=[CH:4][C:3]=1[CH:10]([CH3:24])[C:11]([C:17]1[CH:22]=[CH:21][N:20]=[C:19]([Cl:23])[CH:18]=1)([OH:16])[C:12]([F:15])([F:14])[F:13].B(Br)(Br)Br.